Task: Predict the reactants needed to synthesize the given product.. Dataset: Full USPTO retrosynthesis dataset with 1.9M reactions from patents (1976-2016) (1) Given the product [NH2:17][S:14]([C:13]1[CH:12]=[C:11]([CH:10]=[C:9]([N:21]2[CH2:22][CH2:23][CH2:24][CH2:25]2)[C:8]=1[O:7][C:4]1[CH:5]=[CH:6][CH:1]=[CH:2][CH:3]=1)[C:18]([O:20][CH2:26][C:27]1[CH:32]=[CH:31][CH:30]=[CH:29][CH:28]=1)=[O:19])(=[O:16])=[O:15], predict the reactants needed to synthesize it. The reactants are: [CH:1]1[CH:2]=[CH:3][C:4]([O:7][C:8]2[C:9]([N:21]3[CH2:25][CH2:24][CH2:23][CH2:22]3)=[CH:10][C:11]([C:18]([OH:20])=[O:19])=[CH:12][C:13]=2[S:14]([NH2:17])(=[O:16])=[O:15])=[CH:5][CH:6]=1.[CH2:26](Cl)[C:27]1[CH:32]=[CH:31][CH:30]=[CH:29][CH:28]=1. (2) Given the product [CH3:29][O:28][C:7]1[CH:8]=[C:9]2[C:14](=[CH:15][C:6]=1[O:5][CH2:4][CH2:3][CH2:2][N:30]1[CH2:35][CH2:34][O:33][CH2:32][CH2:31]1)[N:13]=[CH:12][CH:11]=[C:10]2[O:16][C:17]1[CH:22]=[C:21]([CH3:23])[C:20]([CH3:24])=[CH:19][C:18]=1[C:25](=[O:27])[CH3:26], predict the reactants needed to synthesize it. The reactants are: Cl[CH2:2][CH2:3][CH2:4][O:5][C:6]1[CH:15]=[C:14]2[C:9]([C:10]([O:16][C:17]3[CH:22]=[C:21]([CH3:23])[C:20]([CH3:24])=[CH:19][C:18]=3[C:25](=[O:27])[CH3:26])=[CH:11][CH:12]=[N:13]2)=[CH:8][C:7]=1[O:28][CH3:29].[NH:30]1[CH2:35][CH2:34][O:33][CH2:32][CH2:31]1.C(=O)([O-])[O-].[K+].[K+].O. (3) The reactants are: Cl[C:2]1[CH:3]=[CH:4][C:5]2[O:9][C:8](C)=[N:7][C:6]=2[CH:11]=1.COC1C=CC=C(OC)C=1C1C=CC=CC=1P(C1CCCCC1)C1CCCCC1. Given the product [O:9]1[C:5]2[CH:4]=[CH:3][CH:2]=[CH:11][C:6]=2[N:7]=[CH:8]1, predict the reactants needed to synthesize it. (4) Given the product [O:1]1[CH2:6][CH2:5][N:4]([C:7](=[O:23])[CH2:8][O:9][CH:10]2[CH2:15][CH2:14][NH:13][CH2:12][CH2:11]2)[CH2:3][CH2:2]1, predict the reactants needed to synthesize it. The reactants are: [O:1]1[CH2:6][CH2:5][N:4]([C:7](=[O:23])[CH2:8][O:9][CH:10]2[CH2:15][CH2:14][N:13](C(OC(C)(C)C)=O)[CH2:12][CH2:11]2)[CH2:3][CH2:2]1.CC(O)C. (5) The reactants are: [Cl:1][C:2]1[CH:41]=[CH:40][CH:39]=[C:38]([Cl:42])[C:3]=1[CH2:4][C:5]1[CH:14]=[C:13]([NH:15][C:16]2[CH:21]=[CH:20][C:19]([N:22]3[CH2:27][CH2:26][N:25](C(OC(C)(C)C)=O)[CH2:24][CH2:23]3)=[CH:18][C:17]=2[O:35][CH3:36])[C:12]2[C:11](=[O:37])[NH:10][CH:9]=[CH:8][C:7]=2[N:6]=1.FC(F)(F)C(O)=O. Given the product [Cl:42][C:38]1[CH:39]=[CH:40][CH:41]=[C:2]([Cl:1])[C:3]=1[CH2:4][C:5]1[CH:14]=[C:13]([NH:15][C:16]2[CH:21]=[CH:20][C:19]([N:22]3[CH2:27][CH2:26][NH:25][CH2:24][CH2:23]3)=[CH:18][C:17]=2[O:35][CH3:36])[C:12]2[C:11](=[O:37])[NH:10][CH:9]=[CH:8][C:7]=2[N:6]=1, predict the reactants needed to synthesize it. (6) Given the product [C:8]1([C:5]2[N:4]=[N:3][C:2]([N:24]3[CH2:23][CH2:22][NH:21][CH:20]([C:14]4[CH:19]=[CH:18][CH:17]=[CH:16][CH:15]=4)[CH2:25]3)=[CH:7][CH:6]=2)[CH:13]=[CH:12][CH:11]=[CH:10][CH:9]=1, predict the reactants needed to synthesize it. The reactants are: Cl[C:2]1[N:3]=[N:4][C:5]([C:8]2[CH:13]=[CH:12][CH:11]=[CH:10][CH:9]=2)=[CH:6][CH:7]=1.[C:14]1([CH:20]2[CH2:25][NH:24][CH2:23][CH2:22][NH:21]2)[CH:19]=[CH:18][CH:17]=[CH:16][CH:15]=1. (7) Given the product [CH3:1][N:2]1[C:7](=[O:8])[CH:6]=[C:5]([C:9]2[CH:10]=[CH:11][C:12]([CH2:13][N:14]3[CH2:15][CH2:16][NH:17][CH2:18][CH2:19]3)=[CH:27][CH:28]=2)[C:4]([C:29]2[CH:34]=[CH:33][CH:32]=[CH:31][C:30]=2[O:35][C:36]2[CH:41]=[CH:40][CH:39]=[CH:38][CH:37]=2)=[N:3]1, predict the reactants needed to synthesize it. The reactants are: [CH3:1][N:2]1[C:7](=[O:8])[CH:6]=[C:5]([C:9]2[CH:28]=[CH:27][C:12]([CH2:13][N:14]3[CH2:19][CH2:18][N:17](C(OC(C)(C)C)=O)[CH2:16][CH2:15]3)=[CH:11][CH:10]=2)[C:4]([C:29]2[CH:34]=[CH:33][CH:32]=[CH:31][C:30]=2[O:35][C:36]2[CH:41]=[CH:40][CH:39]=[CH:38][CH:37]=2)=[N:3]1.FC(F)(F)C(O)=O. (8) Given the product [Cl:1][C:2]1[CH:3]=[C:4]([F:13])[C:5]([C:6]#[N:7])=[CH:8][C:9]=1[NH:10][C:11]1[N:39]([CH3:40])[C:16]2[CH:17]=[C:18]([O:34][CH2:35][CH:36]([F:37])[F:38])[C:19]([C:20]([NH:22][C@H:23]3[CH2:28][CH2:27][C@H:26]([C:29]([F:32])([F:31])[F:30])[CH2:25][CH2:24]3)=[O:21])=[CH:33][C:15]=2[N:14]=1, predict the reactants needed to synthesize it. The reactants are: [Cl:1][C:2]1[C:9]([N:10]=[C:11]=S)=[CH:8][C:5]([C:6]#[N:7])=[C:4]([F:13])[CH:3]=1.[NH2:14][C:15]1[C:16]([NH:39][CH3:40])=[CH:17][C:18]([O:34][CH2:35][CH:36]([F:38])[F:37])=[C:19]([CH:33]=1)[C:20]([NH:22][C@H:23]1[CH2:28][CH2:27][C@H:26]([C:29]([F:32])([F:31])[F:30])[CH2:25][CH2:24]1)=[O:21].CC(C)N=C=NC(C)C. (9) The reactants are: [Cl:1][C:2]1[CH:3]=[C:4]([C@H:9]2[C@H:14]([C:15]([O:17]C)=[O:16])[NH:13][C:12](=[O:19])[C:11]3[S:20][C:21]([N:23]4[CH2:28][CH2:27][O:26][CH2:25][CH2:24]4)=[CH:22][C:10]2=3)[CH:5]=[CH:6][C:7]=1[Cl:8].[OH-].[Na+].Cl. Given the product [Cl:1][C:2]1[CH:3]=[C:4]([C@H:9]2[C@H:14]([C:15]([OH:17])=[O:16])[NH:13][C:12](=[O:19])[C:11]3[S:20][C:21]([N:23]4[CH2:24][CH2:25][O:26][CH2:27][CH2:28]4)=[CH:22][C:10]2=3)[CH:5]=[CH:6][C:7]=1[Cl:8], predict the reactants needed to synthesize it. (10) Given the product [CH3:45][C:46]1[N:47]([C:2]2[CH:3]=[CH:4][C:5]([C:8]3[CH:13]=[C:12]([C:14]4[C:15]([C:38]5[CH:43]=[CH:42][CH:41]=[C:40]([CH3:44])[N:39]=5)=[N:16][NH:17][CH:18]=4)[CH:11]=[CH:10][N:9]=3)=[CH:6][CH:7]=2)[CH:48]=[CH:49][N:50]=1, predict the reactants needed to synthesize it. The reactants are: Br[C:2]1[CH:7]=[CH:6][C:5]([C:8]2[CH:13]=[C:12]([C:14]3[C:15]([C:38]4[CH:43]=[CH:42][CH:41]=[C:40]([CH3:44])[N:39]=4)=[N:16][N:17](C(C4C=CC=CC=4)(C4C=CC=CC=4)C4C=CC=CC=4)[CH:18]=3)[CH:11]=[CH:10][N:9]=2)=[CH:4][CH:3]=1.[CH3:45][C:46]1[NH:47][CH:48]=[CH:49][N:50]=1.